From a dataset of CYP1A2 inhibition data for predicting drug metabolism from PubChem BioAssay. Regression/Classification. Given a drug SMILES string, predict its absorption, distribution, metabolism, or excretion properties. Task type varies by dataset: regression for continuous measurements (e.g., permeability, clearance, half-life) or binary classification for categorical outcomes (e.g., BBB penetration, CYP inhibition). Dataset: cyp1a2_veith. (1) The drug is O=S(=O)(c1ccccc1S(=O)(=O)N1CCCCC1)N1CCCCC1. The result is 0 (non-inhibitor). (2) The drug is CCSc1nnc(-c2ccccc2NC(C)=O)c(=O)[nH]1. The result is 0 (non-inhibitor). (3) The compound is C#CCn1c(S(=O)(=O)Cc2ccc(OC)cc2)nc(-c2ccccc2)c1-c1ccccc1. The result is 0 (non-inhibitor). (4) The molecule is CC1=NN(c2ccccc2)C(=O)C1C(=O)c1ccc(Cl)cc1. The result is 0 (non-inhibitor).